From a dataset of Forward reaction prediction with 1.9M reactions from USPTO patents (1976-2016). Predict the product of the given reaction. (1) Given the reactants Cl[C:2]1[C:7]([S:8]([N:11]2[CH2:32][CH2:31][C:14]3([C:18](=[O:19])[N:17]([C:20]4[CH:25]=[CH:24][C:23]([O:26][C:27]([F:30])([F:29])[F:28])=[CH:22][CH:21]=4)[CH2:16][CH2:15]3)[CH2:13][CH2:12]2)(=[O:10])=[O:9])=[CH:6][CH:5]=[CH:4][N:3]=1.[OH-:33].[Na+], predict the reaction product. The product is: [OH:33][C:2]1[C:7]([S:8]([N:11]2[CH2:32][CH2:31][C:14]3([C:18](=[O:19])[N:17]([C:20]4[CH:25]=[CH:24][C:23]([O:26][C:27]([F:30])([F:29])[F:28])=[CH:22][CH:21]=4)[CH2:16][CH2:15]3)[CH2:13][CH2:12]2)(=[O:10])=[O:9])=[CH:6][CH:5]=[CH:4][N:3]=1. (2) Given the reactants [C:1](Cl)(=[O:3])C.[CH:5]1[C:14]2[CH2:13][CH2:12][CH2:11][CH2:10][C:9]=2[CH:8]=[CH:7][C:6]=1C(O)=O.[CH3:18][OH:19], predict the reaction product. The product is: [C:8]1([C:18]([O:3][CH3:1])=[O:19])[C:9]2[CH2:10][CH2:11][CH2:12][CH2:13][C:14]=2[CH:5]=[CH:6][CH:7]=1. (3) The product is: [C:60]1([C@H:66]([NH:68][C:27]([C:22]2[N:21]=[C:20]([C:30]3[CH:31]=[CH:32][C:33]([F:36])=[CH:34][CH:35]=3)[N:19]([CH2:18][CH2:17][C@@H:11]3[CH2:10][C@@H:9]([OH:14])[CH2:8][C:6](=[O:7])[O:12]3)[C:23]=2[CH:24]2[CH2:25][CH2:26]2)=[O:29])[CH3:67])[CH:65]=[CH:64][CH:63]=[CH:62][CH:61]=1. Given the reactants C(O[C:6]([CH2:8][C@@H:9]1[O:14]C(C)(C)[O:12][C@H:11]([CH2:17][CH2:18][N:19]2[C:23]([CH:24]3[CH2:26][CH2:25]3)=[C:22]([C:27]([OH:29])=O)[N:21]=[C:20]2[C:30]2[CH:35]=[CH:34][C:33]([F:36])=[CH:32][CH:31]=2)[CH2:10]1)=[O:7])(C)(C)C.CCN=C=NCCCN(C)C.Cl.C1C=C2N=NN(O)C2=CC=1.O.[C:60]1([C@H:66]([NH2:68])[CH3:67])[CH:65]=[CH:64][CH:63]=[CH:62][CH:61]=1, predict the reaction product. (4) Given the reactants Br[C:2]1[CH:3]=[C:4]2[C:9](=[C:10]3[CH:15]=[CH:14][CH:13]=[CH:12][C:11]=13)[N:8]=[CH:7][N:6]([C@H:16]1[CH2:21][CH2:20][CH2:19][CH2:18][C@@H:17]1[OH:22])[C:5]2=[O:23].[B:24]1([B:24]2[O:28][C:27]([CH3:30])([CH3:29])[C:26]([CH3:32])([CH3:31])[O:25]2)[O:28][C:27]([CH3:30])([CH3:29])[C:26]([CH3:32])([CH3:31])[O:25]1.C([O-])(=O)C.[K+].C(Cl)Cl, predict the reaction product. The product is: [OH:22][C@H:17]1[CH2:18][CH2:19][CH2:20][CH2:21][C@@H:16]1[N:6]1[C:5](=[O:23])[C:4]2[C:9](=[C:10]3[CH:15]=[CH:14][CH:13]=[CH:12][C:11]3=[C:2]([B:24]3[O:28][C:27]([CH3:30])([CH3:29])[C:26]([CH3:32])([CH3:31])[O:25]3)[CH:3]=2)[N:8]=[CH:7]1. (5) Given the reactants C(OC([N:8]([OH:26])[C:9]1([CH2:18][C:19]2[CH:24]=[CH:23][CH:22]=[CH:21][C:20]=2[Cl:25])[C:14](=[O:15])[NH:13][C:12](=[O:16])[NH:11][C:10]1=[O:17])=O)(C)(C)C, predict the reaction product. The product is: [OH:26][NH:8][C:9]1([CH2:18][C:19]2[CH:24]=[CH:23][CH:22]=[CH:21][C:20]=2[Cl:25])[C:14](=[O:15])[NH:13][C:12](=[O:16])[NH:11][C:10]1=[O:17]. (6) Given the reactants Br[CH2:2][CH2:3][O:4][C:5]1[C:10]([O:11][CH2:12][CH2:13][CH:14]([C:16]2[CH:21]=[CH:20][C:19]([F:22])=[CH:18][CH:17]=2)[CH3:15])=[C:9]([O:23][CH3:24])[C:8]([Cl:25])=[C:7]([CH3:26])[C:6]=1[C:27](=[O:29])[CH3:28].[NH:30]1[CH:34]=[CH:33][N:32]=[CH:31]1, predict the reaction product. The product is: [Cl:25][C:8]1[C:7]([CH3:26])=[C:6]([C:27](=[O:29])[CH3:28])[C:5]([O:4][CH2:3][CH2:2][N:30]2[CH:34]=[CH:33][N:32]=[CH:31]2)=[C:10]([O:11][CH2:12][CH2:13][CH:14]([C:16]2[CH:21]=[CH:20][C:19]([F:22])=[CH:18][CH:17]=2)[CH3:15])[C:9]=1[O:23][CH3:24].